This data is from Forward reaction prediction with 1.9M reactions from USPTO patents (1976-2016). The task is: Predict the product of the given reaction. (1) Given the reactants [Cl:1][C:2]1[N:3]=[N:4][C:5]([S:8][CH3:9])=[CH:6][CH:7]=1.ClC1C=CC=C(C(OO)=[O:18])C=1.[OH2:21], predict the reaction product. The product is: [Cl:1][C:2]1[N:3]=[N:4][C:5]([S:8]([CH3:9])(=[O:18])=[O:21])=[CH:6][CH:7]=1. (2) Given the reactants [OH:1][CH:2]1[C:6]2([CH2:10][CH2:9][CH2:8][CH2:7]2)[CH2:5][N:4]([C:11]([O:13][C:14]([CH3:17])([CH3:16])[CH3:15])=[O:12])[CH2:3]1.C1C=C[NH+]=CC=1.[O-][Cr](Cl)(=O)=O, predict the reaction product. The product is: [O:1]=[C:2]1[C:6]2([CH2:10][CH2:9][CH2:8][CH2:7]2)[CH2:5][N:4]([C:11]([O:13][C:14]([CH3:17])([CH3:16])[CH3:15])=[O:12])[CH2:3]1. (3) Given the reactants [I:1]([OH:5])(=[O:4])(=[O:3])=[O:2].[O-2:6].[O-2].[O-2].[Cr+6:9].[C:10]([O:14][C@@H:15]([C:18]1[C:19]([C:30]2[CH:35]=[CH:34][C:33]([Cl:36])=[CH:32][CH:31]=2)=[C:20]2[C:25](=[CH:26][C:27]=1[CH3:28])[NH:24][C:23](=[O:29])[CH:22]=[CH:21]2)[CH2:16][OH:17])([CH3:13])([CH3:12])[CH3:11], predict the reaction product. The product is: [I:1]([OH:5])(=[O:4])(=[O:3])=[O:2].[O-2:14].[O-2:6].[O-2:2].[Cr+6:9].[C:10]([O:14][C@@H:15]([C:18]1[C:19]([C:30]2[CH:31]=[CH:32][C:33]([Cl:36])=[CH:34][CH:35]=2)=[C:20]2[C:25](=[CH:26][C:27]=1[CH3:28])[NH:24][C:23](=[O:29])[CH:22]=[CH:21]2)[C:16]([OH:6])=[O:17])([CH3:13])([CH3:11])[CH3:12]. (4) Given the reactants [N+:1]([C:4]1[CH:9]=[C:8]([C:10]([CH3:13])([CH3:12])[CH3:11])[CH:7]=[C:6]([N+:14]([O-])=O)[C:5]=1[S:17][CH2:18][CH2:19][NH:20][C:21]([O:23][C:24]([CH3:27])([CH3:26])[CH3:25])=[O:22])([O-])=O.C([O-])(=O)C.[Na+], predict the reaction product. The product is: [NH2:14][C:6]1[CH:7]=[C:8]([C:10]([CH3:13])([CH3:12])[CH3:11])[CH:9]=[C:4]([NH2:1])[C:5]=1[S:17][CH2:18][CH2:19][NH:20][C:21]([O:23][C:24]([CH3:27])([CH3:26])[CH3:25])=[O:22]. (5) Given the reactants [Br:1]N1C(=O)CCC1=O.C1(P(C2C=CC=CC=2)C2C=CC=CC=2)C=CC=CC=1.[F:28][C:29]1[CH:34]=[CH:33][C:32]([CH2:35][O:36][CH2:37][CH2:38]O)=[CH:31][CH:30]=1, predict the reaction product. The product is: [Br:1][CH2:38][CH2:37][O:36][CH2:35][C:32]1[CH:33]=[CH:34][C:29]([F:28])=[CH:30][CH:31]=1.